The task is: Predict the reaction yield, written as a fraction of the theoretical maximum amount of product (1.0 means a 100% yield; for example, 0.34 means a 34% yield).. This data is from Reaction yield outcomes from USPTO patents with 853,638 reactions. (1) The product is [C:1]12([CH2:11][O:12][C:13]3[C:20]([CH:23]4[CH2:25][CH2:24]4)=[CH:19][C:16]([C:17]#[N:18])=[C:15]([F:22])[CH:14]=3)[CH2:10][CH:5]3[CH2:6][CH:7]([CH2:9][CH:3]([CH2:4]3)[CH2:2]1)[CH2:8]2. The catalyst is C1(C)C=CC=CC=1.O.C([O-])(=O)C.[Pd+2].C([O-])(=O)C. The reactants are [C:1]12([CH2:11][O:12][C:13]3[C:20](Br)=[CH:19][C:16]([C:17]#[N:18])=[C:15]([F:22])[CH:14]=3)[CH2:10][CH:5]3[CH2:6][CH:7]([CH2:9][CH:3]([CH2:4]3)[CH2:2]1)[CH2:8]2.[CH:23]1(B(O)O)[CH2:25][CH2:24]1.P([O-])([O-])([O-])=O.[K+].[K+].[K+].F[B-](F)(F)F.C1(P(C2CCCCC2)C2CCCCC2)CCCCC1. The yield is 0.460. (2) The yield is 0.630. The reactants are [O:1]1[C:6]2[CH:7]=[CH:8][CH:9]=[CH:10][C:5]=2[NH:4][C:3](=[O:11])[CH2:2]1.[H-].[Na+].CS(O[CH2:19][CH2:20][N:21]1[CH2:26][CH2:25][CH:24]([NH:27][C:28]([O:30][C:31]([CH3:34])([CH3:33])[CH3:32])=[O:29])[CH2:23][CH2:22]1)(=O)=O.C(OC(=O)NC1CCN(CCN2C3C(=CC=C(OC)C=3)C=CC2=O)CC1)(C)(C)C. The catalyst is ClCCl.CO. The product is [C:31]([O:30][C:28](=[O:29])[NH:27][CH:24]1[CH2:25][CH2:26][N:21]([CH2:20][CH2:19][N:4]2[C:5]3[CH:10]=[CH:9][CH:8]=[CH:7][C:6]=3[O:1][CH2:2][C:3]2=[O:11])[CH2:22][CH2:23]1)([CH3:34])([CH3:33])[CH3:32]. (3) The reactants are [Br:1][C:2]1[C:3](=[O:17])[NH:4][C:5](=[O:16])[N:6]([CH2:8]CC2C=CC=CC=2)[N:7]=1.CI. No catalyst specified. The product is [Br:1][C:2]1[C:3](=[O:17])[NH:4][C:5](=[O:16])[N:6]([CH3:8])[N:7]=1. The yield is 0.340. (4) The reactants are [Br:1][C:2]1[CH:3]=[CH:4][C:5]([C:19](=O)[CH:20]([CH3:22])[CH3:21])=[C:6]([CH:18]=1)[O:7][CH2:8][CH2:9][NH:10]C(=O)OC(C)(C)C.CO. The catalyst is C(Cl)Cl.C(O)(C(F)(F)F)=O. The product is [Br:1][C:2]1[CH:3]=[CH:4][C:5]2[CH:19]([CH:20]([CH3:22])[CH3:21])[NH:10][CH2:9][CH2:8][O:7][C:6]=2[CH:18]=1. The yield is 0.870. (5) The reactants are [Cl:1][C:2]1[N:7]=[C:6]([S:8]([CH3:11])(=O)=O)[N:5]=[C:4]([NH:12][C:13]2[NH:17][N:16]=[C:15]([CH3:18])[CH:14]=2)[CH:3]=1.[CH3:19][C:20]1[CH:29]=[CH:28][C:27]2[C:22](=[CH:23][CH:24]=C(S)[CH:26]=2)[N:21]=1. The catalyst is C(O)(C)(C)C.C(OCC)(=O)C. The product is [CH3:19][C:20]1[CH:29]=[CH:28][C:27]2[C:22](=[CH:23][CH:24]=[C:11]([S:8][C:6]3[N:5]=[C:4]([NH:12][C:13]4[NH:17][N:16]=[C:15]([CH3:18])[CH:14]=4)[CH:3]=[C:2]([Cl:1])[N:7]=3)[CH:26]=2)[N:21]=1. The yield is 0.190. (6) The yield is 0.260. The product is [NH2:20][C:21]1[N:22]=[CH:23][C:24]([C:9]2[CH:14]=[CH:13][N:12]=[C:11]([NH:15][C:16](=[O:18])[CH3:17])[CH:10]=2)=[CH:25][C:26]=1[S:27](=[O:29])(=[O:28])[N:30]([CH3:31])[CH3:32]. The catalyst is C1C=CC(P(C2C=CC=CC=2)[C-]2C=CC=C2)=CC=1.C1C=CC(P(C2C=CC=CC=2)[C-]2C=CC=C2)=CC=1.Cl[Pd]Cl.[Fe+2].O. The reactants are CC1(C)C(C)(C)OB([C:9]2[CH:14]=[CH:13][N:12]=[C:11]([NH:15][C:16](=[O:18])[CH3:17])[CH:10]=2)O1.[NH2:20][C:21]1[C:26]([S:27]([N:30]([CH3:32])[CH3:31])(=[O:29])=[O:28])=[CH:25][C:24](Br)=[CH:23][N:22]=1.C(=O)([O-])[O-].[K+].[K+].O1CCOCC1.